Dataset: Experimentally validated miRNA-target interactions with 360,000+ pairs, plus equal number of negative samples. Task: Binary Classification. Given a miRNA mature sequence and a target amino acid sequence, predict their likelihood of interaction. (1) The miRNA is hsa-miR-1298-3p with sequence CAUCUGGGCAACUGACUGAAC. The protein sequence of the target gene is MAKLRVSYEYTEAEDKSIRLGLFLIVSGILSLFIFGFCWLSPALQDLQATAANCTVLSVQQIGEVFECTFTCGTDCRGTSQYPCVQVYVNNSESNSRALLHSDQHQLLTNPKCSYIPPCKRENQKNSESVMNWQQYWKDEIGSQPFTCYFNQHQRPEDVLLQRTHDEIALLHCFLWPVVAFVVGVLIVVLTICAKSLAVKAEAMKKRKFS. Result: 0 (no interaction). (2) The protein sequence of the target gene is MIKFFLMVNKQGQTRLSKYYEHVDINKRTLLETEVIKSCLSRSNEQCSFIEYKDFKLIYRQYAALFIVVGVNDTENEMAIYEFIHNFVEVLDEYFSRVSELDIMFNLDKVHIILDEMVLNGCIVETNRARILAPLLILDKMSES. Result: 1 (interaction). The miRNA is hsa-miR-4711-3p with sequence CGUGUCUUCUGGCUUGAU. (3) The miRNA is hsa-miR-302e with sequence UAAGUGCUUCCAUGCUU. The protein sequence of the target gene is MQDAENVAVPEAAEERAEPGQQQPAAEPPPAEGLLRPAGPGAPEAAGTEASSEEVGIAEAGPESEVRTEPAAEAEAASGPSESPSPPAAEELPGSHAEPPVPAQGEAPGEQARDERSDSRAQAVSEDAGGNEGRAAEAEPRALENGDADEPSFSDPEDFVDDVSEEELLGDVLKDRPQEADGIDSVIVVDNVPQVGPDRLEKLKNVIHKIFSKFGKITNDFYPEEDGKTKGYIFLEYASPAHAVDAVKNADGYKLDKQHTFRVNLFTDFDKYMTISDEWDIPEKQPFKDLGNLRYWLEEA.... Result: 0 (no interaction). (4) Result: 1 (interaction). The miRNA is hsa-miR-6768-5p with sequence CACACAGGAAAAGCGGGGCCCUG. The protein sequence of the target gene is MKPAAREARLPPRSPGLRWALPLLLLLLRLGQILCAGGTPSPIPDPSVATVATGENGITQISSTAESFHKQNGTGTPQVETNTSEDGESSGANDSLRTPEQGSNGTDGASQKTPSSTGPSPVFDIKAVSISPTNVILTWKSNDTAASEYKYVVKHKMENEKTITVVHQPWCNITGLRPATSYVFSITPGIGNETWGDPRVIKVITEPIPVSDLRVALTGVRKAALSWSNGNGTASCRVLLESIGSHEELTQDSRLQVNISGLKPGVQYNINPYLLQSNKTKGDPLGTEGGLDASNTERSR....